This data is from CYP2C9 inhibition data for predicting drug metabolism from PubChem BioAssay. The task is: Regression/Classification. Given a drug SMILES string, predict its absorption, distribution, metabolism, or excretion properties. Task type varies by dataset: regression for continuous measurements (e.g., permeability, clearance, half-life) or binary classification for categorical outcomes (e.g., BBB penetration, CYP inhibition). Dataset: cyp2c9_veith. (1) The drug is O=C(Nc1cccc(C(F)(F)F)c1)c1ccc(Cn2cc(Br)cn2)o1. The result is 1 (inhibitor). (2) The molecule is CN1CCc2[nH]nc(-c3n[nH]c4c3CN(C)CC4)c2C1. The result is 0 (non-inhibitor). (3) The molecule is N#Cc1ccc(CN2CCC3(CC2)CCN(C(=O)c2ccncc2)CC3)cc1. The result is 0 (non-inhibitor). (4) The molecule is CCC1(CC)C(=O)C=CNC1=O. The result is 0 (non-inhibitor). (5) The drug is COc1ccccc1CN1CC2(CCN(S(C)(=O)=O)CC2)C1. The result is 0 (non-inhibitor). (6) The drug is O=[As](O)(O)c1ccc([As](=O)(O)O)cc1. The result is 0 (non-inhibitor). (7) The compound is Cc1cc(C)n(CCCNCC(O)c2ccccc2)n1.O=C(O)C(=O)O. The result is 0 (non-inhibitor).